Dataset: Reaction yield outcomes from USPTO patents with 853,638 reactions. Task: Predict the reaction yield, written as a fraction of the theoretical maximum amount of product (1.0 means a 100% yield; for example, 0.34 means a 34% yield). (1) The product is [Cl:1][C:2]1[C:3]([CH3:18])=[C:4]([NH:10][C@H:11]([C@H:15]([OH:17])[CH3:16])[C:12]([NH:30][NH:29][C:27](=[O:28])[C:26]2[CH:25]=[CH:24][C:23]([S:20]([CH3:19])(=[O:21])=[O:22])=[CH:32][CH:31]=2)=[O:14])[CH:5]=[CH:6][C:7]=1[C:8]#[N:9]. The yield is 0.650. The reactants are [Cl:1][C:2]1[C:3]([CH3:18])=[C:4]([NH:10][C@H:11]([C@H:15]([OH:17])[CH3:16])[C:12]([OH:14])=O)[CH:5]=[CH:6][C:7]=1[C:8]#[N:9].[CH3:19][S:20]([C:23]1[CH:32]=[CH:31][C:26]([C:27]([NH:29][NH2:30])=[O:28])=[CH:25][CH:24]=1)(=[O:22])=[O:21]. No catalyst specified. (2) The reactants are [F:1][C:2]1[CH:3]=[C:4]([N:9]2[C:14](=[O:15])[C:13]([C:16]([O:18]CC)=[O:17])=[N:12][C:11]3[CH:21]=[CH:22][CH:23]=[N:24][C:10]2=3)[CH:5]=[CH:6][C:7]=1[CH3:8].C(=O)([O-])[O-].[K+].[K+].O. The catalyst is O1CCOCC1. The product is [F:1][C:2]1[CH:3]=[C:4]([N:9]2[C:14](=[O:15])[C:13]([C:16]([OH:18])=[O:17])=[N:12][C:11]3[CH:21]=[CH:22][CH:23]=[N:24][C:10]2=3)[CH:5]=[CH:6][C:7]=1[CH3:8]. The yield is 0.760. (3) The reactants are C([C:4]1SC(N2CCN(CC3C=CC(C(N4CCCCC4)=O)=CC=3)C2=O)=[N:6][C:5]=1C)(=O)C.[C:31]([C:34]1[S:38][C:37]([N:39]2[CH2:43][CH2:42][N:41]([CH2:44][C:45]3[CH:46]=[C:47]([CH:52]=[CH:53][CH:54]=3)[C:48]([NH:50][CH3:51])=[O:49])[C:40]2=[O:55])=[N:36][C:35]=1[CH3:56])(=O)[CH3:32].COC(OC)([N:61](C)C)C.O.NN. No catalyst specified. The product is [CH3:51][NH:50][C:48](=[O:49])[C:47]1[CH:52]=[CH:53][CH:54]=[C:45]([CH2:44][N:41]2[CH2:42][CH2:43][N:39]([C:37]3[S:38][C:34]([C:31]4[NH:61][N:6]=[C:5]([CH3:4])[CH:32]=4)=[C:35]([CH3:56])[N:36]=3)[C:40]2=[O:55])[CH:46]=1. The yield is 0.540. (4) The reactants are C([O:3][C:4]([C:6]1[CH:7]=[C:8]([CH:19]=[CH:20][CH:21]=1)[O:9][C:10]1[CH:15]=[CH:14][C:13]([N+:16]([O-:18])=[O:17])=[CH:12][CH:11]=1)=[O:5])C.C1COCC1.O.O[Li].O. The catalyst is O. The product is [C:4]([C:6]1[CH:7]=[C:8]([CH:19]=[CH:20][CH:21]=1)[O:9][C:10]1[CH:11]=[CH:12][C:13]([N+:16]([O-:18])=[O:17])=[CH:14][CH:15]=1)([OH:5])=[O:3]. The yield is 0.950. (5) The reactants are [CH3:1][O:2][C:3]([O:7][CH3:8])(C)[CH:4]=[O:5].CO[CH:11](OC)[N:12]([CH3:14])[CH3:13].[CH3:17]O. No catalyst specified. The product is [CH3:13][N:12]([CH3:14])[CH:11]=[CH:17][C:4](=[O:5])[CH:3]([O:7][CH3:8])[O:2][CH3:1]. The yield is 0.700. (6) The reactants are [CH3:1][O:2][C:3]1[CH:8]=[CH:7][C:6]([C:9]2[C:17]3[C:12](=[CH:13][CH:14]=[C:15]([NH:18][C:19]([C:21]4[CH:30]=[CH:29][C:24]([C:25]([O:27][CH3:28])=[O:26])=[CH:23][CH:22]=4)=[O:20])[CH:16]=3)[N:11](C3CCCCO3)[N:10]=2)=[CH:5][CH:4]=1.C(=O)(O)[O-].[Na+]. The catalyst is O1CCCC1.Cl. The product is [CH3:1][O:2][C:3]1[CH:4]=[CH:5][C:6]([C:9]2[C:17]3[C:12](=[CH:13][CH:14]=[C:15]([NH:18][C:19]([C:21]4[CH:30]=[CH:29][C:24]([C:25]([O:27][CH3:28])=[O:26])=[CH:23][CH:22]=4)=[O:20])[CH:16]=3)[NH:11][N:10]=2)=[CH:7][CH:8]=1. The yield is 1.00. (7) The reactants are [CH:1]([C:3]1[CH:18]=[CH:17][C:6]([O:7][C:8]2[CH:16]=[CH:15][C:11]([C:12]([NH2:14])=[O:13])=[CH:10][N:9]=2)=[CH:5][CH:4]=1)=O.[CH:19]1([N:25]2[CH2:30][CH2:29][NH:28][CH2:27][CH2:26]2)[CH2:24][CH2:23][CH2:22][CH2:21][CH2:20]1.[BH4-].[Na+]. The catalyst is CO. The product is [CH:19]1([N:25]2[CH2:30][CH2:29][N:28]([CH2:1][C:3]3[CH:18]=[CH:17][C:6]([O:7][C:8]4[CH:16]=[CH:15][C:11]([C:12]([NH2:14])=[O:13])=[CH:10][N:9]=4)=[CH:5][CH:4]=3)[CH2:27][CH2:26]2)[CH2:24][CH2:23][CH2:22][CH2:21][CH2:20]1. The yield is 0.320.